This data is from Forward reaction prediction with 1.9M reactions from USPTO patents (1976-2016). The task is: Predict the product of the given reaction. (1) Given the reactants [Cl:1][C:2]1[CH:3]=[C:4]2[C:10]3([CH2:14][CH2:13][N:12]([C:15]([O:17][C:18]([CH3:21])([CH3:20])[CH3:19])=[O:16])[CH2:11]3)[C:9](=O)[NH:8][C:5]2=[CH:6][CH:7]=1.[BH4-].[Na+].II, predict the reaction product. The product is: [Cl:1][C:2]1[CH:3]=[C:4]2[C:10]3([CH2:14][CH2:13][N:12]([C:15]([O:17][C:18]([CH3:21])([CH3:20])[CH3:19])=[O:16])[CH2:11]3)[CH2:9][NH:8][C:5]2=[CH:6][CH:7]=1. (2) Given the reactants [C:1]([C:3]1[CH:8]=[CH:7][C:6]([C:9]2[C:10]([C:17]#[N:18])=[C:11]([CH:15]=[O:16])[NH:12][C:13]=2[CH3:14])=[CH:5][CH:4]=1)#[N:2].[CH2:19](O)[CH2:20][OH:21].O.C1(C)C=CC(S(O)(=O)=O)=CC=1.[Cl-].[Na+], predict the reaction product. The product is: [C:1]([C:3]1[CH:4]=[CH:5][C:6]([C:9]2[C:10]([C:17]#[N:18])=[C:11]([CH:15]3[O:21][CH2:20][CH2:19][O:16]3)[NH:12][C:13]=2[CH3:14])=[CH:7][CH:8]=1)#[N:2]. (3) Given the reactants C[Si](C=[N+]=[N-])(C)C.[CH3:8]CCCCC.[C:14]1([C:20]23[CH2:29][CH:24]4[CH2:25][CH:26]([CH2:28][C:22]([C:30]([OH:32])=[O:31])([CH2:23]4)[CH2:21]2)[CH2:27]3)[CH:19]=[CH:18][CH:17]=[CH:16][CH:15]=1, predict the reaction product. The product is: [C:14]1([C:20]23[CH2:29][CH:24]4[CH2:25][CH:26]([CH2:28][C:22]([C:30]([O:32][CH3:8])=[O:31])([CH2:23]4)[CH2:21]2)[CH2:27]3)[CH:15]=[CH:16][CH:17]=[CH:18][CH:19]=1.